From a dataset of Forward reaction prediction with 1.9M reactions from USPTO patents (1976-2016). Predict the product of the given reaction. (1) Given the reactants [Br:1][C:2]1[C:3]([Cl:20])=[C:4]2[C:10](I)=[CH:9][N:8]([CH2:12][O:13][CH2:14][CH2:15][Si:16]([CH3:19])([CH3:18])[CH3:17])[C:5]2=[N:6][CH:7]=1.[CH3:21][O:22][C:23]1[CH:28]=[CH:27][CH:26]=[CH:25][C:24]=1B(O)O.C([O-])([O-])=O.[Na+].[Na+].S([O-])([O-])(=O)=O.[Na+].[Na+], predict the reaction product. The product is: [Br:1][C:2]1[C:3]([Cl:20])=[C:4]2[C:10]([C:24]3[CH:25]=[CH:26][CH:27]=[CH:28][C:23]=3[O:22][CH3:21])=[CH:9][N:8]([CH2:12][O:13][CH2:14][CH2:15][Si:16]([CH3:19])([CH3:18])[CH3:17])[C:5]2=[N:6][CH:7]=1. (2) Given the reactants Cl[C:2]1[C:3](=[O:26])[N:4]([CH2:18][C:19]([F:25])([F:24])[C:20]([F:23])([F:22])[F:21])[C:5]([C:9]2[C:14]([F:15])=[CH:13][C:12]([F:16])=[CH:11][C:10]=2[F:17])=[C:6]([Cl:8])[N:7]=1.[NH:27]1[CH:31]=[CH:30][CH:29]=[N:28]1.CCCCCC.C(Cl)CCC, predict the reaction product. The product is: [Cl:8][C:6]1[N:7]=[C:2]([N:27]2[CH:31]=[CH:30][CH:29]=[N:28]2)[C:3](=[O:26])[N:4]([CH2:18][C:19]([F:25])([F:24])[C:20]([F:22])([F:23])[F:21])[C:5]=1[C:9]1[C:14]([F:15])=[CH:13][C:12]([F:16])=[CH:11][C:10]=1[F:17]. (3) The product is: [OH:23][CH2:18][CH2:19][CH2:20][C:21]#[C:22][C:2]1[CH:7]=[CH:6][C:5]([CH:8]([CH3:17])[CH2:9][NH:10][S:11]([CH:14]([CH3:16])[CH3:15])(=[O:13])=[O:12])=[CH:4][CH:3]=1. Given the reactants I[C:2]1[CH:7]=[CH:6][C:5]([CH:8]([CH3:17])[CH2:9][NH:10][S:11]([CH:14]([CH3:16])[CH3:15])(=[O:13])=[O:12])=[CH:4][CH:3]=1.[C:18]([OH:23])#[C:19][CH2:20][CH2:21][CH3:22].CCN(CC)CC, predict the reaction product. (4) Given the reactants [CH3:1][N:2]([C@H:18]([C:20]1[CH:25]=[CH:24][CH:23]=[CH:22][CH:21]=1)[CH3:19])[C:3]1[C:4](=[O:17])[NH:5][C:6]2[C:11]([N:12]=1)=[CH:10][C:9]([C:13]([O:15][CH3:16])=[O:14])=[CH:8][CH:7]=2.N1C=CC=CC=1.[O:32](S(C(F)(F)F)(=O)=O)[S:33]([C:36]([F:39])([F:38])[F:37])(=O)=[O:34], predict the reaction product. The product is: [CH3:1][N:2]([C@H:18]([C:20]1[CH:21]=[CH:22][CH:23]=[CH:24][CH:25]=1)[CH3:19])[C:3]1[C:4]([O:17][S:33]([C:36]([F:39])([F:38])[F:37])(=[O:34])=[O:32])=[N:5][C:6]2[C:11]([N:12]=1)=[CH:10][C:9]([C:13]([O:15][CH3:16])=[O:14])=[CH:8][CH:7]=2. (5) Given the reactants CN(C)/[CH:3]=[CH:4]/[C:5]([C:7]1[C:12](=[O:13])[CH:11]=[CH:10][N:9]([C:14]2[CH:15]=[C:16]([S:20]([N:23]([CH3:25])[CH3:24])(=[O:22])=[O:21])[CH:17]=[CH:18][CH:19]=2)[N:8]=1)=O.[N:27]1[C:36]2[C:31](=[CH:32][CH:33]=[CH:34][CH:35]=2)[C:30]([NH:37][NH2:38])=[CH:29][CH:28]=1, predict the reaction product. The product is: [CH3:25][N:23]([CH3:24])[S:20]([C:16]1[CH:17]=[CH:18][CH:19]=[C:14]([N:9]2[CH:10]=[CH:11][C:12](=[O:13])[C:7]([C:5]3[N:37]([C:30]4[C:31]5[C:36](=[CH:35][CH:34]=[CH:33][CH:32]=5)[N:27]=[CH:28][CH:29]=4)[N:38]=[CH:3][CH:4]=3)=[N:8]2)[CH:15]=1)(=[O:22])=[O:21]. (6) The product is: [Br:20][C:21]1[C:22]([CH3:28])=[C:23]([N:4]2[CH2:5][CH2:6][N:1]([C:7]([O:9][C:10]([CH3:13])([CH3:12])[CH3:11])=[O:8])[CH2:2][CH2:3]2)[CH:24]=[CH:25][CH:26]=1. Given the reactants [N:1]1([C:7]([O:9][C:10]([CH3:13])([CH3:12])[CH3:11])=[O:8])[CH2:6][CH2:5][NH:4][CH2:3][CH2:2]1.O(C(C)(C)C)[Na].[Br:20][C:21]1[CH:26]=[CH:25][CH:24]=[C:23](I)[C:22]=1[CH3:28], predict the reaction product.